From a dataset of Forward reaction prediction with 1.9M reactions from USPTO patents (1976-2016). Predict the product of the given reaction. (1) Given the reactants C([N:8]1[CH2:13][CH2:12][C:11]2([C:21]3[C:16](=[CH:17][CH:18]=[CH:19][C:20]=3[CH2:22][N:23]([CH:31]([CH3:33])[CH3:32])[C:24](=[O:30])[O:25][C:26]([CH3:29])([CH3:28])[CH3:27])[N:15]([C:34]3[C:35]4[CH:42]([CH:43]([CH3:45])[CH3:44])[CH2:41][CH2:40][C:36]=4[N:37]=[CH:38][N:39]=3)[CH2:14]2)[CH2:10][CH2:9]1)C1C=CC=CC=1.C([O-])=O.[NH4+], predict the reaction product. The product is: [CH:31]([N:23]([CH2:22][C:20]1[CH:19]=[CH:18][CH:17]=[C:16]2[N:15]([C:34]3[C:35]4[CH:42]([CH:43]([CH3:45])[CH3:44])[CH2:41][CH2:40][C:36]=4[N:37]=[CH:38][N:39]=3)[CH2:14][C:11]3([CH2:12][CH2:13][NH:8][CH2:9][CH2:10]3)[C:21]=12)[C:24](=[O:30])[O:25][C:26]([CH3:28])([CH3:29])[CH3:27])([CH3:33])[CH3:32]. (2) Given the reactants [F:1][C:2]1[CH:3]=[C:4]([C@H:10]2[CH2:14][CH2:13][CH2:12][N:11]2[C:15]2[CH:20]=[CH:19][N:18]3[N:21]=[CH:22][C:23]([C:24]([O:26][CH2:27][CH3:28])=[O:25])=[C:17]3[N:16]=2)[C:5]([O:8]C)=[N:6][CH:7]=1.CC(O)=O.Br, predict the reaction product. The product is: [F:1][C:2]1[CH:3]=[C:4]([C@H:10]2[CH2:14][CH2:13][CH2:12][N:11]2[C:15]2[CH:20]=[CH:19][N:18]3[N:21]=[CH:22][C:23]([C:24]([O:26][CH2:27][CH3:28])=[O:25])=[C:17]3[N:16]=2)[C:5](=[O:8])[NH:6][CH:7]=1. (3) Given the reactants [NH2:1][CH2:2][C@@H:3]([C:12]1[CH:21]=[CH:20][C:19]([OH:22])=[C:18]2[C:13]=1[CH:14]=[CH:15][C:16](=[O:23])[NH:17]2)[O:4][Si](C(C)(C)C)(C)C.N(C[C@@H](C1C=CC(OCC2C=CC=CC=2)=C2C=1C=CC(=O)N2)O)=[N+]=[N-], predict the reaction product. The product is: [NH2:1][CH2:2][C@@H:3]([C:12]1[CH:21]=[CH:20][C:19]([OH:22])=[C:18]2[C:13]=1[CH:14]=[CH:15][C:16](=[O:23])[NH:17]2)[OH:4]. (4) The product is: [CH3:50][NH:51][C:54]([N:46]1[CH2:47][CH2:48][CH:43]([N:22]2[C:23](=[O:42])[C:24]3[CH:28]=[C:27]([C:29]4[C:30]([O:37][CH3:38])=[N:31][C:32]([O:35][CH3:36])=[N:33][CH:34]=4)[N:26]([CH:39]([CH3:41])[CH3:40])[C:25]=3[CH:21]2[C:18]2[CH:19]=[CH:20][C:15]([Cl:14])=[CH:16][CH:17]=2)[CH2:44][CH2:45]1)=[O:3]. Given the reactants ClC(OC1C=CC([N+]([O-])=O)=CC=1)=[O:3].[Cl:14][C:15]1[CH:20]=[CH:19][C:18]([CH:21]2[C:25]3[N:26]([CH:39]([CH3:41])[CH3:40])[C:27]([C:29]4[C:30]([O:37][CH3:38])=[N:31][C:32]([O:35][CH3:36])=[N:33][CH:34]=4)=[CH:28][C:24]=3[C:23](=[O:42])[N:22]2[CH:43]2[CH2:48][CH2:47][NH:46][CH2:45][CH2:44]2)=[CH:17][CH:16]=1.C[CH2:50][N:51]([CH2:54]C)CC.CN, predict the reaction product. (5) Given the reactants [CH:1]1[N:5]=[CH:4][NH:3][C:2]=1/[CH:6]=[CH:7]/[C:8]([OH:10])=[O:9].[ClH:11].[CH3:12]O, predict the reaction product. The product is: [ClH:11].[CH3:12][O:9][C:8](=[O:10])[CH2:7][CH2:6][C:2]1[N:3]=[CH:4][NH:5][CH:1]=1. (6) Given the reactants [Cl-].[CH3:2][O:3][C:4](=[O:14])[C:5]1[CH:13]=[CH:12][C:8]([C:9]([OH:11])=O)=[CH:7][CH:6]=1.[N:15]1([CH2:21][CH2:22][CH2:23][NH2:24])[CH2:20][CH2:19][CH2:18][CH2:17][CH2:16]1.C(N(CC)CC)C, predict the reaction product. The product is: [CH3:2][O:3][C:4](=[O:14])[C:5]1[CH:6]=[CH:7][C:8]([C:9]([NH:24][CH2:23][CH2:22][CH2:21][N:15]2[CH2:20][CH2:19][CH2:18][CH2:17][CH2:16]2)=[O:11])=[CH:12][CH:13]=1.